This data is from Peptide-MHC class II binding affinity with 134,281 pairs from IEDB. The task is: Regression. Given a peptide amino acid sequence and an MHC pseudo amino acid sequence, predict their binding affinity value. This is MHC class II binding data. (1) The peptide sequence is QYVIRAQLHVGAKQE. The MHC is HLA-DQA10501-DQB10302 with pseudo-sequence HLA-DQA10501-DQB10302. The binding affinity (normalized) is 0.302. (2) The peptide sequence is EKKYFAATQMEPLAA. The MHC is HLA-DQA10101-DQB10501 with pseudo-sequence HLA-DQA10101-DQB10501. The binding affinity (normalized) is 0.392. (3) The peptide sequence is GTKGEAKDVIPEGWK. The MHC is DRB4_0101 with pseudo-sequence DRB4_0103. The binding affinity (normalized) is 0.0726. (4) The binding affinity (normalized) is 0.655. The peptide sequence is FGQNTASIAATEAQY. The MHC is DRB1_0401 with pseudo-sequence DRB1_0401. (5) The peptide sequence is GFLNEDHWASRENSG. The MHC is HLA-DQA10201-DQB10402 with pseudo-sequence HLA-DQA10201-DQB10402. The binding affinity (normalized) is 0.335. (6) The peptide sequence is GMVIFFMSPKGISRM. The MHC is DRB3_0101 with pseudo-sequence DRB3_0101. The binding affinity (normalized) is 0.451. (7) The peptide sequence is MKRPSREKQDKKIFTE. The MHC is HLA-DQA10101-DQB10501 with pseudo-sequence HLA-DQA10101-DQB10501. The binding affinity (normalized) is 0.0914.